Dataset: Reaction yield outcomes from USPTO patents with 853,638 reactions. Task: Predict the reaction yield, written as a fraction of the theoretical maximum amount of product (1.0 means a 100% yield; for example, 0.34 means a 34% yield). (1) The reactants are Br[C:2]1[CH:3]=[C:4]([CH:7]=[C:8]([CH:10]2[O:14][CH2:13][CH2:12][O:11]2)[CH:9]=1)[C:5]#[N:6].[CH2:15]([OH:18])[C:16]#[CH:17].N1CCCC1. The product is [O:11]1[CH2:12][CH2:13][O:14][CH:10]1[C:8]1[CH:7]=[C:4]([CH:3]=[C:2]([C:17]#[C:16][CH2:15][OH:18])[CH:9]=1)[C:5]#[N:6]. The yield is 0.520. The catalyst is O.CCOCC.C1C=CC([P]([Pd]([P](C2C=CC=CC=2)(C2C=CC=CC=2)C2C=CC=CC=2)([P](C2C=CC=CC=2)(C2C=CC=CC=2)C2C=CC=CC=2)[P](C2C=CC=CC=2)(C2C=CC=CC=2)C2C=CC=CC=2)(C2C=CC=CC=2)C2C=CC=CC=2)=CC=1.[Cu]I. (2) The reactants are [Cl:1][C:2]1[N:10]=[CH:9][CH:8]=[C:7](I)[C:3]=1[C:4]([OH:6])=[O:5].[CH3:12][C:13]1[CH:18]=[CH:17][CH:16]=[CH:15][C:14]=1B(O)O. No catalyst specified. The product is [Cl:1][C:2]1[N:10]=[CH:9][CH:8]=[C:7]([C:14]2[CH:15]=[CH:16][CH:17]=[CH:18][C:13]=2[CH3:12])[C:3]=1[C:4]([OH:6])=[O:5]. The yield is 0.900. (3) The reactants are [C:1]([N:8]1[CH2:15][C@@H:14]([NH:16][C:17]([O:19][CH2:20][CH:21]2[C:33]3[C:28](=[CH:29][CH:30]=[CH:31][CH:32]=3)[C:27]3[C:22]2=[CH:23][CH:24]=[CH:25][CH:26]=3)=[O:18])[CH2:13][C@H:9]1[C:10](O)=[O:11])([O:3][C:4]([CH3:7])([CH3:6])[CH3:5])=[O:2].C(Cl)CCl.C1C=NC2N(O)N=NC=2C=1.CN1CCOCC1.[C@H:55]1([NH2:65])[C:64]2[C:59](=[CH:60][CH:61]=[CH:62][CH:63]=2)[CH2:58][CH2:57][CH2:56]1. The catalyst is CN(C=O)C.O. The product is [CH:32]1[C:33]2[CH:21]([CH2:20][O:19][C:17]([NH:16][C@@H:14]3[CH2:15][N:8]([C:1]([O:3][C:4]([CH3:6])([CH3:7])[CH3:5])=[O:2])[C@H:9]([C:10](=[O:11])[NH:65][C@H:55]4[C:64]5[C:59](=[CH:60][CH:61]=[CH:62][CH:63]=5)[CH2:58][CH2:57][CH2:56]4)[CH2:13]3)=[O:18])[C:22]3[C:27](=[CH:26][CH:25]=[CH:24][CH:23]=3)[C:28]=2[CH:29]=[CH:30][CH:31]=1. The yield is 0.870. (4) The reactants are C[O:2][C:3](=[O:28])[C@@H:4]([N:12]1[CH2:16][C:15]2=[CH:17][C:18]3[C:19]([O:25][CH3:26])=[CH:20][CH:21]=[CH:22][C:23]=3[O:24][CH:14]2[C:13]1=[O:27])[CH2:5][CH:6]1[CH2:11][CH2:10][CH2:9][CH2:8][CH2:7]1.O.[OH-].[Li+]. The catalyst is O1CCCC1.O. The product is [CH3:26][O:25][C:19]1[C:18]2[CH2:17][C:15]3[CH2:16][N:12]([C@@H:4]([CH2:5][CH:6]4[CH2:11][CH2:10][CH2:9][CH2:8][CH2:7]4)[C:3]([OH:28])=[O:2])[C:13](=[O:27])[C:14]=3[O:24][C:23]=2[CH:22]=[CH:21][CH:20]=1. The yield is 0.957. (5) The reactants are [CH3:1][Mg+].[Br-].CON(C)[C:7]([C:9]1[C:14](=[O:15])[C:13]([O:16][CH3:17])=[CH:12][N:11]([C:18]2[CH:23]=[CH:22][C:21]([N:24]3[CH:28]=[CH:27][CH:26]=[N:25]3)=[CH:20][C:19]=2[O:29][CH3:30])[N:10]=1)=[O:8]. The catalyst is C1COCC1. The product is [C:7]([C:9]1[C:14](=[O:15])[C:13]([O:16][CH3:17])=[CH:12][N:11]([C:18]2[CH:23]=[CH:22][C:21]([N:24]3[CH:28]=[CH:27][CH:26]=[N:25]3)=[CH:20][C:19]=2[O:29][CH3:30])[N:10]=1)(=[O:8])[CH3:1]. The yield is 0.270. (6) The reactants are [C:1]1([C:11]([OH:13])=[O:12])[C:10]2[C:5](=[CH:6][CH:7]=[CH:8][CH:9]=2)[CH:4]=[CH:3][CH:2]=1.[Cl:14][S:15](O)(=[O:17])=[O:16]. No catalyst specified. The product is [Cl:14][S:15]([C:6]1[CH:7]=[CH:8][CH:9]=[C:10]2[C:5]=1[CH:4]=[CH:3][CH:2]=[C:1]2[C:11]([OH:13])=[O:12])(=[O:17])=[O:16]. The yield is 0.800. (7) The reactants are [CH2:1]([C:3]1[S:7][C:6]([C:8]([OH:10])=O)=[CH:5][C:4]=1[C:11]1[N:15]([CH3:16])[N:14]=[CH:13][CH:12]=1)[CH3:2].[NH2:17][C@@H:18]([CH2:31][C:32]1[CH:37]=[CH:36][CH:35]=[CH:34][C:33]=1[C:38]([F:41])([F:40])[F:39])[CH2:19][N:20]1[C:28](=[O:29])[C:27]2[C:22](=[CH:23][CH:24]=[CH:25][CH:26]=2)[C:21]1=[O:30].C(N(C(C)C)CC)(C)C.F[P-](F)(F)(F)(F)F.Br[P+](N1CCCC1)(N1CCCC1)N1CCCC1. The catalyst is C(Cl)Cl. The product is [O:29]=[C:28]1[C:27]2[C:22](=[CH:23][CH:24]=[CH:25][CH:26]=2)[C:21](=[O:30])[N:20]1[CH2:19][C@@H:18]([NH:17][C:8]([C:6]1[S:7][C:3]([CH2:1][CH3:2])=[C:4]([C:11]2[N:15]([CH3:16])[N:14]=[CH:13][CH:12]=2)[CH:5]=1)=[O:10])[CH2:31][C:32]1[CH:37]=[CH:36][CH:35]=[CH:34][C:33]=1[C:38]([F:40])([F:39])[F:41]. The yield is 0.716. (8) The reactants are [CH2:1]([C:5]1[N:6]=[C:7]([CH2:27][OH:28])[NH:8][C:9](=[O:26])[C:10]=1[CH2:11][C:12]1[CH:17]=[CH:16][C:15]([C:18]2[C:19]([C:24]#[N:25])=[CH:20][CH:21]=[CH:22][CH:23]=2)=[CH:14][CH:13]=1)[CH2:2][CH2:3][CH3:4].[CH2:29](Br)[C:30]1[CH:35]=[CH:34][CH:33]=[CH:32][CH:31]=1.C(=O)([O-])[O-].[Cs+].[Cs+]. The catalyst is CN(C)C(=O)C.C(OCC)(=O)C. The product is [CH2:29]([N:8]1[C:9](=[O:26])[C:10]([CH2:11][C:12]2[CH:17]=[CH:16][C:15]([C:18]3[C:19]([C:24]#[N:25])=[CH:20][CH:21]=[CH:22][CH:23]=3)=[CH:14][CH:13]=2)=[C:5]([CH2:1][CH2:2][CH2:3][CH3:4])[N:6]=[C:7]1[CH2:27][OH:28])[C:30]1[CH:35]=[CH:34][CH:33]=[CH:32][CH:31]=1. The yield is 0.490. (9) The catalyst is CN(C)C=O. The yield is 0.620. The product is [N:1]([CH2:6][C:7]1[CH:8]=[CH:9][C:10]([CH2:11][C:12]2[CH:17]=[CH:16][C:15]([N+:18]([O-:20])=[O:19])=[CH:14][CH:13]=2)=[CH:21][CH:22]=1)=[N+:2]=[N-:3]. The reactants are [N-:1]=[N+:2]=[N-:3].[Na+].Br[CH2:6][C:7]1[CH:22]=[CH:21][C:10]([CH2:11][C:12]2[CH:17]=[CH:16][C:15]([N+:18]([O-:20])=[O:19])=[CH:14][CH:13]=2)=[CH:9][CH:8]=1.O. (10) The reactants are [CH3:1][NH:2][C:3]1[CH:8]=[CH:7][CH:6]=[C:5]([NH2:9])[N:4]=1.Cl[C:11]1[CH:16]=[C:15]([Cl:17])[N:14]=[CH:13][N:12]=1.CCN(C(C)C)C(C)C. The catalyst is C(O)CCC. The product is [Cl:17][C:15]1[N:14]=[CH:13][N:12]=[C:11]([NH:9][C:5]2[CH:6]=[CH:7][CH:8]=[C:3]([NH:2][CH3:1])[N:4]=2)[CH:16]=1. The yield is 0.330.